The task is: Regression. Given two drug SMILES strings and cell line genomic features, predict the synergy score measuring deviation from expected non-interaction effect.. This data is from NCI-60 drug combinations with 297,098 pairs across 59 cell lines. (1) Drug 1: CCC1=C2CN3C(=CC4=C(C3=O)COC(=O)C4(CC)O)C2=NC5=C1C=C(C=C5)O. Drug 2: CC1=C(N=C(N=C1N)C(CC(=O)N)NCC(C(=O)N)N)C(=O)NC(C(C2=CN=CN2)OC3C(C(C(C(O3)CO)O)O)OC4C(C(C(C(O4)CO)O)OC(=O)N)O)C(=O)NC(C)C(C(C)C(=O)NC(C(C)O)C(=O)NCCC5=NC(=CS5)C6=NC(=CS6)C(=O)NCCC[S+](C)C)O. Cell line: NCI-H226. Synergy scores: CSS=27.7, Synergy_ZIP=-6.94, Synergy_Bliss=-0.648, Synergy_Loewe=2.61, Synergy_HSA=2.76. (2) Drug 1: C1CN1P(=S)(N2CC2)N3CC3. Drug 2: C1=CC=C(C=C1)NC(=O)CCCCCCC(=O)NO. Cell line: HCT116. Synergy scores: CSS=40.5, Synergy_ZIP=-3.95, Synergy_Bliss=-0.223, Synergy_Loewe=-0.298, Synergy_HSA=2.25. (3) Drug 1: C1CN1P(=S)(N2CC2)N3CC3. Drug 2: CN1C(=O)N2C=NC(=C2N=N1)C(=O)N. Cell line: HS 578T. Synergy scores: CSS=21.6, Synergy_ZIP=-4.95, Synergy_Bliss=0.895, Synergy_Loewe=3.00, Synergy_HSA=3.56.